From a dataset of Forward reaction prediction with 1.9M reactions from USPTO patents (1976-2016). Predict the product of the given reaction. Given the reactants [C:1]([O:5][C:6](=[O:32])[N:7]([CH:9]1[CH2:14][CH2:13][CH:12]([NH:15][CH2:16][C:17]2[CH:22]=[C:21]([C:23]3[CH:24]=[N:25][C:26]([CH3:29])=[CH:27][CH:28]=3)[CH:20]=[CH:19][C:18]=2[O:30][CH3:31])[CH2:11][CH2:10]1)[CH3:8])([CH3:4])([CH3:3])[CH3:2].[Cl:33][C:34]1[C:35]2[CH:45]=[CH:44][CH:43]=[CH:42][C:36]=2[S:37][C:38]=1[C:39](Cl)=[O:40], predict the reaction product. The product is: [C:1]([O:5][C:6](=[O:32])[N:7]([CH:9]1[CH2:10][CH2:11][CH:12]([N:15]([C:39]([C:38]2[S:37][C:36]3[CH:42]=[CH:43][CH:44]=[CH:45][C:35]=3[C:34]=2[Cl:33])=[O:40])[CH2:16][C:17]2[CH:22]=[C:21]([C:23]3[CH:24]=[N:25][C:26]([CH3:29])=[CH:27][CH:28]=3)[CH:20]=[CH:19][C:18]=2[O:30][CH3:31])[CH2:13][CH2:14]1)[CH3:8])([CH3:4])([CH3:3])[CH3:2].